The task is: Predict the product of the given reaction.. This data is from Forward reaction prediction with 1.9M reactions from USPTO patents (1976-2016). (1) Given the reactants [CH2:1]([N:8]1[CH2:13][CH2:12][N:11]([C:14]2[CH:15]=[CH:16][C:17]([OH:22])=[C:18]([CH:21]=2)C=O)[CH2:10][CH2:9]1)[C:2]1[CH:7]=[CH:6][CH:5]=[CH:4][CH:3]=1.C(=O)([O-])[O-].[K+].[K+].Br[CH2:30][C:31](OCC)=O.[CH:36]([NH2:38])=[O:37].C[O-].[Na+], predict the reaction product. The product is: [CH2:1]([N:8]1[CH2:13][CH2:12][N:11]([C:14]2[CH:15]=[CH:16][C:17]3[O:22][C:31]([C:36]([NH2:38])=[O:37])=[CH:30][C:18]=3[CH:21]=2)[CH2:10][CH2:9]1)[C:2]1[CH:3]=[CH:4][CH:5]=[CH:6][CH:7]=1. (2) The product is: [O:1]1[CH:5]=[N:4][N:3]=[C:2]1[C:6]1[CH:11]=[C:10]([O:59][C:41]2[CH:40]=[C:39]([NH:38][C:28](=[O:30])[CH2:27][C:24]3[CH:25]=[CH:26][C:21]([F:20])=[C:22]([C:31]([F:34])([F:33])[F:32])[CH:23]=3)[CH:44]=[CH:43][CH:42]=2)[CH:9]=[CH:8][N:7]=1. Given the reactants [O:1]1[CH:5]=[N:4][N:3]=[C:2]1[C:6]1[C:11](OC2C=CC(N)=CC=2)=[CH:10][CH:9]=[CH:8][N:7]=1.[F:20][C:21]1[CH:26]=[CH:25][C:24]([CH2:27][C:28]([OH:30])=O)=[CH:23][C:22]=1[C:31]([F:34])([F:33])[F:32].ON1[C:40]2[CH:41]=[CH:42][CH:43]=[CH:44][C:39]=2[N:38]=N1.Cl.CN(C)CCCN=C=NCC.C(OCC)(=[O:59])C, predict the reaction product. (3) Given the reactants [F:1][C:2]1[CH:3]=[C:4]([CH2:9][C@@H:10]([C:12]2N(C3C=CC(OC)=CC=3)C=CN=2)[NH2:11])[CH:5]=[C:6]([F:8])[CH:7]=1.[Cl:25][C:26]1[CH:31]=[CH:30][C:29]([C:32]2[O:33]C(/C=N\S(C(C)(C)C)=O)=[CH:35][N:36]=2)=[CH:28][CH:27]=1, predict the reaction product. The product is: [ClH:25].[Cl:25][C:26]1[CH:27]=[CH:28][C:29]([C:32]2[O:33][C:12]([CH:10]([NH2:11])[CH2:9][C:4]3[CH:5]=[C:6]([F:8])[CH:7]=[C:2]([F:1])[CH:3]=3)=[CH:35][N:36]=2)=[CH:30][CH:31]=1. (4) Given the reactants Cl[C:2]1[CH:27]=[CH:26][C:5]([C:6]([NH:8][C:9]2[CH:14]=[CH:13][C:12]([Cl:15])=[C:11]([NH:16][C:17](=[O:25])[C:18]3[CH:23]=[CH:22][C:21]([F:24])=[CH:20][CH:19]=3)[CH:10]=2)=[O:7])=[CH:4][N:3]=1.[CH3:28][C@H:29]1[CH2:34][NH:33][CH2:32][CH2:31][NH:30]1, predict the reaction product. The product is: [Cl:15][C:12]1[CH:13]=[CH:14][C:9]([NH:8][C:6](=[O:7])[C:5]2[CH:26]=[CH:27][C:2]([N:33]3[CH2:32][CH2:31][NH:30][C@@H:29]([CH3:28])[CH2:34]3)=[N:3][CH:4]=2)=[CH:10][C:11]=1[NH:16][C:17](=[O:25])[C:18]1[CH:23]=[CH:22][C:21]([F:24])=[CH:20][CH:19]=1. (5) Given the reactants Cl[C:2]1[N:11]=[C:10]([NH:12][CH2:13][CH:14]([C:21]2[CH:26]=[CH:25][CH:24]=[CH:23][CH:22]=2)[C:15]2[CH:20]=[CH:19][CH:18]=[CH:17][CH:16]=2)[C:9]2[C:4](=[CH:5][C:6]([O:29][CH3:30])=[C:7]([O:27][CH3:28])[CH:8]=2)[N:3]=1.[S:31]1[CH:35]=[CH:34][CH:33]=[C:32]1B(O)O.C(NC1C2C(=CC=CC=2)N=C(C2SC3C=CC=CC=3C=2)N=1)(C1C=CC=CC=1)C1C=CC=CC=1, predict the reaction product. The product is: [C:15]1([CH:14]([C:21]2[CH:26]=[CH:25][CH:24]=[CH:23][CH:22]=2)[CH2:13][NH:12][C:10]2[C:9]3[C:4](=[CH:5][C:6]([O:29][CH3:30])=[C:7]([O:27][CH3:28])[CH:8]=3)[N:3]=[C:2]([C:32]3[S:31][CH:35]=[CH:34][CH:33]=3)[N:11]=2)[CH:20]=[CH:19][CH:18]=[CH:17][CH:16]=1. (6) The product is: [Cl:27][C:24]1[C:23]([NH2:28])=[CH:22][C:21]([C:9]2[CH:10]=[C:11]3[C:16](=[CH:17][CH:18]=2)[N:15]=[CH:14][CH:13]=[CH:12]3)=[CH:26][N:25]=1. Given the reactants CC1(C)C(C)(C)OB([C:9]2[CH:10]=[C:11]3[C:16](=[CH:17][CH:18]=2)[N:15]=[CH:14][CH:13]=[CH:12]3)O1.Br[C:21]1[CH:22]=[C:23]([NH2:28])[C:24]([Cl:27])=[N:25][CH:26]=1.C(=O)([O-])[O-].[K+].[K+].C(OCC)(=O)C, predict the reaction product.